Dataset: Catalyst prediction with 721,799 reactions and 888 catalyst types from USPTO. Task: Predict which catalyst facilitates the given reaction. Reactant: [C:1]([O:5][C:6](=[O:11])[CH2:7][C:8]([OH:10])=O)([CH3:4])([CH3:3])[CH3:2].C(N1C=CN=C1)(N1C=CN=C1)=O.O[N:25]=[C:26]([C:28]1[CH:29]=[CH:30][C:31]([CH3:46])=[C:32]([NH:34][C:35]([C:37]2[N:41]3[CH:42]=[CH:43][CH:44]=[CH:45][C:40]3=[N:39][CH:38]=2)=[O:36])[CH:33]=1)[NH2:27]. Product: [N:39]1[CH:38]=[C:37]([C:35]([NH:34][C:32]2[CH:33]=[C:28]([C:26]3[N:25]=[C:8]([CH2:7][C:6]([O:5][C:1]([CH3:2])([CH3:3])[CH3:4])=[O:11])[O:10][N:27]=3)[CH:29]=[CH:30][C:31]=2[CH3:46])=[O:36])[N:41]2[CH:42]=[CH:43][CH:44]=[CH:45][C:40]=12. The catalyst class is: 37.